This data is from Catalyst prediction with 721,799 reactions and 888 catalyst types from USPTO. The task is: Predict which catalyst facilitates the given reaction. (1) Reactant: [CH2:1]([C:3]1[CH:4]=[C:5]([C:10]2[CH:15]=[CH:14][C:13]([C:16](=O)[CH3:17])=[CH:12][CH:11]=2)[CH:6]=[CH:7][C:8]=1[OH:9])[CH3:2].[NH2:19][C:20]([NH2:22])=[S:21].II. Product: [CH2:1]([C:3]1[CH:4]=[C:5]([C:10]2[CH:15]=[CH:14][C:13]([C:16]3[N:19]=[C:20]([NH2:22])[S:21][CH:17]=3)=[CH:12][CH:11]=2)[CH:6]=[CH:7][C:8]=1[OH:9])[CH3:2]. The catalyst class is: 14. (2) Reactant: [NH2:1][C:2]1[CH:3]=[C:4]([C:10]([F:13])([F:12])[F:11])[C:5]([C:8]#[N:9])=[N:6][CH:7]=1.O.[C:15](Cl)(Cl)=[S:16]. Product: [N:1]([C:2]1[CH:3]=[C:4]([C:10]([F:13])([F:11])[F:12])[C:5]([C:8]#[N:9])=[N:6][CH:7]=1)=[C:15]=[S:16]. The catalyst class is: 22. (3) Reactant: [Br:1][C:2]1[C:3](=[O:35])[N:4]([C:25]2[CH:26]=[C:27]([CH:31]=[CH:32][C:33]=2[CH3:34])[C:28](O)=[O:29])[C:5]([CH3:24])=[CH:6][C:7]=1[O:8][CH2:9][C:10]1[CH:15]=[CH:14][C:13]([F:16])=[CH:12][C:11]=1[CH2:17][NH:18][C:19]([O:21][CH2:22][CH3:23])=[O:20].C[N:37]1CC[O:40][CH2:39][CH2:38]1.ClC(OCC(C)C)=O. Product: [Br:1][C:2]1[C:3](=[O:35])[N:4]([C:25]2[CH:26]=[C:27]([C:28]([NH:37][CH2:38][CH2:39][OH:40])=[O:29])[CH:31]=[CH:32][C:33]=2[CH3:34])[C:5]([CH3:24])=[CH:6][C:7]=1[O:8][CH2:9][C:10]1[CH:15]=[CH:14][C:13]([F:16])=[CH:12][C:11]=1[CH2:17][NH:18][C:19](=[O:20])[O:21][CH2:22][CH3:23]. The catalyst class is: 3. (4) Reactant: [CH3:1][CH:2]([N:4]1[C:12]([CH:13]=[CH:14][CH:15]([OH:27])[CH2:16][CH:17]([OH:26])[CH2:18][C:19]([O:21]C(C)(C)C)=[O:20])=[C:11]([C:28]2[CH:33]=[CH:32][C:31]([F:34])=[CH:30][CH:29]=2)[C:10]2[C:5]1=[CH:6][CH:7]=[CH:8][CH:9]=2)[CH3:3].[OH-].[Na+:36]. Product: [CH3:3][CH:2]([N:4]1[C:12](/[CH:13]=[CH:14]/[CH:15]([OH:27])[CH2:16][CH:17]([OH:26])[CH2:18][C:19]([O-:21])=[O:20])=[C:11]([C:28]2[CH:29]=[CH:30][C:31]([F:34])=[CH:32][CH:33]=2)[C:10]2[CH:9]=[CH:8][CH:7]=[CH:6][C:5]1=2)[CH3:1].[Na+:36]. The catalyst class is: 14.